The task is: Predict the reactants needed to synthesize the given product.. This data is from Full USPTO retrosynthesis dataset with 1.9M reactions from patents (1976-2016). Given the product [Cl:1][C:2]1[CH:3]=[C:4]([CH:17]=[CH:18][C:19]=1[O:20][CH2:21][C:22]1[CH:27]=[CH:26][CH:25]=[CH:24][N:23]=1)[NH:5][C:6]1[C:15]2[C:10](=[CH:11][CH:12]=[CH:13][C:14]=2[O:33][CH:31]([CH3:32])[CH2:30][N:29]([CH3:34])[CH3:28])[N:9]=[CH:8][N:7]=1, predict the reactants needed to synthesize it. The reactants are: [Cl:1][C:2]1[CH:3]=[C:4]([CH:17]=[CH:18][C:19]=1[O:20][CH2:21][C:22]1[CH:27]=[CH:26][CH:25]=[CH:24][N:23]=1)[NH:5][C:6]1[C:15]2[C:10](=[CH:11][CH:12]=[CH:13][C:14]=2F)[N:9]=[CH:8][N:7]=1.[CH3:28][N:29]([CH3:34])[CH2:30][CH:31]([OH:33])[CH3:32].